Dataset: Reaction yield outcomes from USPTO patents with 853,638 reactions. Task: Predict the reaction yield, written as a fraction of the theoretical maximum amount of product (1.0 means a 100% yield; for example, 0.34 means a 34% yield). (1) The product is [N:1]1[C:10]2[CH:9]([NH:11][CH2:26][CH2:25][CH2:24][CH2:23][N:14]3[C:15](=[O:22])[C:16]4[C:21](=[CH:20][CH:19]=[CH:18][CH:17]=4)[C:13]3=[O:12])[CH2:8][CH2:7][CH2:6][C:5]=2[CH:4]=[CH:3][CH:2]=1. The yield is 0.520. The catalyst is C(Cl)Cl. The reactants are [N:1]1[C:10]2[CH:9]([NH2:11])[CH2:8][CH2:7][CH2:6][C:5]=2[CH:4]=[CH:3][CH:2]=1.[O:12]=[C:13]1[C:21]2[C:16](=[CH:17][CH:18]=[CH:19][CH:20]=2)[C:15](=[O:22])[N:14]1[CH2:23][CH2:24][CH2:25][CH:26]=O.[BH-](OC(C)=O)(OC(C)=O)OC(C)=O.[Na+]. (2) The reactants are [CH2:1]([N:8]1[C:13]2[N:14]([CH3:27])[C:15](=[O:26])[N:16]([CH2:19][CH2:20][CH2:21][CH2:22][C@H:23]([OH:25])[CH3:24])[C:17](=[O:18])[C:12]=2[C:11](=[O:28])[CH:10]=[C:9]1[CH3:29])[C:2]1[CH:7]=[CH:6][CH:5]=[CH:4][CH:3]=1.C1(P(C2C=CC=CC=2)C2C=CC=CC=2)C=CC=CC=1.[C:49](O)(=[O:51])[CH3:50].CCOC(/N=N/C(OCC)=O)=O. The catalyst is O1CCCC1. The product is [C:49]([O:25][C@@H:23]([CH3:24])[CH2:22][CH2:21][CH2:20][CH2:19][N:16]1[C:17](=[O:18])[C:12]2[C:11](=[O:28])[CH:10]=[C:9]([CH3:29])[N:8]([CH2:1][C:2]3[CH:7]=[CH:6][CH:5]=[CH:4][CH:3]=3)[C:13]=2[N:14]([CH3:27])[C:15]1=[O:26])(=[O:51])[CH3:50]. The yield is 0.860. (3) The reactants are [CH2:1]([C:5]1[N:6]=[C:7]([CH3:30])[N:8]([CH2:27][CH2:28][OH:29])[C:9](=[O:26])[C:10]=1[CH2:11][C:12]1[CH:17]=[CH:16][C:15]([C:18]2[C:19]([C:24]#[N:25])=[CH:20][CH:21]=[CH:22][CH:23]=2)=[CH:14][CH:13]=1)[CH2:2][CH2:3][CH3:4].FC(F)(F)S(O[Si](C(C)(C)C)(C)C)(=O)=O.[N:46]1C(C)=CC=CC=1C.[Cl-].O[NH3+].[C:57](=[O:60])([O-])[OH:58].[Na+]. The catalyst is C(OCC)(=O)C.CS(C)=O.O1CCCC1. The product is [CH2:1]([C:5]1[N:6]=[C:7]([CH3:30])[N:8]([CH2:27][CH2:28][OH:29])[C:9](=[O:26])[C:10]=1[CH2:11][C:12]1[CH:17]=[CH:16][C:15]([C:18]2[CH:23]=[CH:22][CH:21]=[CH:20][C:19]=2[C:24]2[NH:46][C:57](=[O:60])[O:58][N:25]=2)=[CH:14][CH:13]=1)[CH2:2][CH2:3][CH3:4]. The yield is 0.190. (4) The reactants are [F:1][C:2]1[CH:7]=[CH:6][CH:5]=[CH:4][C:3]=1[NH:8][C:9](=[S:20])[C:10]1[CH:15]=[CH:14][C:13]([O:16][CH3:17])=[C:12]([O:18][CH3:19])[CH:11]=1.[OH-].[Na+]. The catalyst is O.C(O)C.[Fe-3](C#N)(C#N)(C#N)(C#N)(C#N)C#N.[K+].[K+].[K+]. The product is [F:1][C:2]1[C:3]2[N:8]=[C:9]([C:10]3[CH:15]=[CH:14][C:13]([O:16][CH3:17])=[C:12]([O:18][CH3:19])[CH:11]=3)[S:20][C:4]=2[CH:5]=[CH:6][CH:7]=1. The yield is 0.550. (5) The product is [Br:1][C:2]1[CH:3]=[CH:4][C:5]([CH:8]([O:13][Si:14]([C:17]([CH3:20])([CH3:19])[CH3:18])([CH3:16])[CH3:15])[C:9]([CH3:10])([CH3:12])[CH3:11])=[CH:6][CH:7]=1. The reactants are [Br:1][C:2]1[CH:7]=[CH:6][C:5]([CH:8]([OH:13])[C:9]([CH3:12])([CH3:11])[CH3:10])=[CH:4][CH:3]=1.[Si:14](Cl)([C:17]([CH3:20])([CH3:19])[CH3:18])([CH3:16])[CH3:15]. The yield is 0.970. The catalyst is CN(C)C=O. (6) The reactants are [Cl:1][C:2]1[C:3]([N:8]2[CH2:13][CH2:12][N:11]([CH2:14][C:15]3[CH:16]=[N:17][N:18]([CH2:20][CH2:21][OH:22])[CH:19]=3)[CH2:10][CH2:9]2)=[N:4][CH:5]=[CH:6][N:7]=1.C(=O)([O-])[O-].[K+].[K+].[CH3:29][O:30][CH2:31][C:32]1[CH:37]=[CH:36][C:35](B(O)O)=[CH:34][CH:33]=1.[Cl-].[NH4+]. The catalyst is O1CCCC1.O.C(=O)(O)[O-].[Na+].CO.C1C=CC(/C=C/C(/C=C/C2C=CC=CC=2)=O)=CC=1.C1C=CC(/C=C/C(/C=C/C2C=CC=CC=2)=O)=CC=1.C1C=CC(/C=C/C(/C=C/C2C=CC=CC=2)=O)=CC=1.[Pd].[Pd].F[B-](F)(F)F.C(P(CCCC)CCCC)CCC. The product is [ClH:1].[CH3:29][O:30][CH2:31][C:32]1[CH:37]=[CH:36][C:35]([C:2]2[C:3]([N:8]3[CH2:13][CH2:12][N:11]([CH2:14][C:15]4[CH:16]=[N:17][N:18]([CH2:20][CH2:21][OH:22])[CH:19]=4)[CH2:10][CH2:9]3)=[N:4][CH:5]=[CH:6][N:7]=2)=[CH:34][CH:33]=1. The yield is 0.750.